This data is from Full USPTO retrosynthesis dataset with 1.9M reactions from patents (1976-2016). The task is: Predict the reactants needed to synthesize the given product. (1) Given the product [Br:36][C:37]1[CH:42]=[CH:41][C:40]([C:32]2[CH:33]=[CH:34][C:29]([CH2:28][C:11]3[N:12]([C:14]4[CH:19]=[CH:18][C:17]([N:20]5[S:24](=[O:26])(=[O:25])[NH:23][C:22](=[O:27])[CH2:21]5)=[CH:16][CH:15]=4)[CH:13]=[C:9]([C:3]4[CH:4]=[CH:5][C:6]([Cl:8])=[CH:7][C:2]=4[Cl:1])[N:10]=3)=[CH:30][CH:31]=2)=[CH:39][CH:38]=1, predict the reactants needed to synthesize it. The reactants are: [Cl:1][C:2]1[CH:7]=[C:6]([Cl:8])[CH:5]=[CH:4][C:3]=1[C:9]1[N:10]=[C:11]([CH2:28][C:29]2[CH:34]=[CH:33][C:32](I)=[CH:31][CH:30]=2)[N:12]([C:14]2[CH:19]=[CH:18][C:17]([N:20]3[S:24](=[O:26])(=[O:25])[NH:23][C:22](=[O:27])[CH2:21]3)=[CH:16][CH:15]=2)[CH:13]=1.[Br:36][C:37]1[CH:42]=[CH:41][C:40](B(O)O)=[CH:39][CH:38]=1. (2) Given the product [NH2:8][C:9]1[CH:14]=[CH:13][C:12]([C:15]2([OH:19])[CH2:16][O:17][CH2:18]2)=[C:11]([F:20])[CH:10]=1, predict the reactants needed to synthesize it. The reactants are: C([N:8](CC1C=CC=CC=1)[C:9]1[CH:14]=[CH:13][C:12]([C:15]2([OH:19])[CH2:18][O:17][CH2:16]2)=[C:11]([F:20])[CH:10]=1)C1C=CC=CC=1. (3) Given the product [C:17]([O:16][C:14](=[O:21])[NH:15][C:2]1[CH:7]=[CH:6][CH:5]=[CH:4][C:3]=1[CH:8]1[CH2:13][CH2:12][CH2:11][CH2:10][CH2:9]1)([CH3:20])([CH3:19])[CH3:18], predict the reactants needed to synthesize it. The reactants are: Br[C:2]1[CH:7]=[CH:6][CH:5]=[CH:4][C:3]=1[CH:8]1[CH2:13][CH2:12][CH2:11][CH2:10][CH2:9]1.[C:14](=[O:21])([O:16][C:17]([CH3:20])([CH3:19])[CH3:18])[NH2:15]. (4) Given the product [Cl:27][CH2:28][C:29]([N:11]1[CH2:12][CH2:13][N:8]([C:7]2[CH:6]=[CH:5][C:4]([C:14]3[N:15]=[CH:16][CH:17]=[CH:18][N:19]=3)=[CH:3][C:2]=2[F:1])[CH2:9][CH2:10]1)=[O:30], predict the reactants needed to synthesize it. The reactants are: [F:1][C:2]1[CH:3]=[C:4]([C:14]2[N:19]=[CH:18][CH:17]=[CH:16][N:15]=2)[CH:5]=[CH:6][C:7]=1[N:8]1[CH2:13][CH2:12][NH:11][CH2:10][CH2:9]1.C(N(CC)CC)C.[Cl:27][CH2:28][C:29](Cl)=[O:30]. (5) Given the product [O:13]=[C:12]1[CH:11]=[CH:10][N:9]([C:14]2[CH:22]=[CH:21][C:17]([C:18]([NH2:20])=[O:19])=[CH:16][CH:15]=2)[N:8]=[C:7]1[C:5]1[N:30]([C:24]2[CH:29]=[CH:28][CH:27]=[CH:26][CH:25]=2)[N:2]=[CH:3][CH:4]=1, predict the reactants needed to synthesize it. The reactants are: C[N:2](C)[CH:3]=[CH:4][C:5]([C:7]1[C:12](=[O:13])[CH:11]=[CH:10][N:9]([C:14]2[CH:22]=[CH:21][C:17]([C:18]([NH2:20])=[O:19])=[CH:16][CH:15]=2)[N:8]=1)=O.[C:24]1([NH:30]N)[CH:29]=[CH:28][CH:27]=[CH:26][CH:25]=1. (6) Given the product [F:1][C:2]1[CH:3]=[CH:4][C:5]([N:8]2[C:12]([CH2:13][OH:14])=[C:11]([CH3:15])[N:10]=[N:9]2)=[CH:6][CH:7]=1, predict the reactants needed to synthesize it. The reactants are: [F:1][C:2]1[CH:7]=[CH:6][C:5]([N:8]2[C:12]([CH:13]=[O:14])=[C:11]([CH3:15])[N:10]=[N:9]2)=[CH:4][CH:3]=1.[BH4-].[Na+].[Cl-].[NH4+]. (7) Given the product [CH3:12][CH:11]([C:9]1[NH:8][C:4]2=[N:5][CH:6]=[CH:7][C:2]([B:25]([OH:26])[OH:24])=[C:3]2[CH:10]=1)[CH3:13], predict the reactants needed to synthesize it. The reactants are: Br[C:2]1[CH:7]=[CH:6][N:5]=[C:4]2[NH:8][C:9]([CH:11]([CH3:13])[CH3:12])=[CH:10][C:3]=12.[H-].[Na+].C([Li])CCC.C([O:24][B:25](OC(C)C)[O:26]C(C)C)(C)C.